Task: Predict the reactants needed to synthesize the given product.. Dataset: Full USPTO retrosynthesis dataset with 1.9M reactions from patents (1976-2016) (1) Given the product [CH3:15][NH:14][C:11]1[C:12]2[N:13]=[C:4]([O:25][CH2:22][CH2:23][CH3:24])[N:5]=[C:6]([NH:20][CH3:21])[C:7]=2[N:8]=[C:9]([NH:16][CH2:17][CH2:18][CH3:19])[N:10]=1, predict the reactants needed to synthesize it. The reactants are: [H-].[Na+].Cl[C:4]1[N:5]=[C:6]([NH:20][CH3:21])[C:7]2[N:8]=[C:9]([NH:16][CH2:17][CH2:18][CH3:19])[N:10]=[C:11]([NH:14][CH3:15])[C:12]=2[N:13]=1.[CH2:22]([OH:25])[CH2:23][CH3:24]. (2) Given the product [Cl:1][C:2]1[CH:27]=[CH:26][CH:25]=[C:24]2[C:3]=1[C:4](=[O:5])[N:6]([C@@H:7]1[CH2:9][C@@H:8]1[F:10])[C:11]([C@@H:12]([NH:15][C:16](=[O:22])[O:17][C:18]([CH3:21])([CH3:20])[CH3:19])[CH2:13][CH3:14])=[N:28]2, predict the reactants needed to synthesize it. The reactants are: [Cl:1][C:2]1[CH:27]=[CH:26][CH:25]=[C:24]([N+:28]([O-])=O)[C:3]=1[C:4]([N:6]([C:11](=O)[C@@H:12]([NH:15][C:16](=[O:22])[O:17][C:18]([CH3:21])([CH3:20])[CH3:19])[CH2:13][CH3:14])[C@@H:7]1[CH2:9][C@@H:8]1[F:10])=[O:5]. (3) Given the product [C:55]([O:58][C:51]([NH:47][C@H:13]1[CH2:14][C@@H:15]([NH:17][C:18]([O:20][C:21]([CH3:23])([CH3:22])[CH3:24])=[O:19])[CH2:16][N:11]([C:9]([O:8][CH2:1][C:2]2[CH:7]=[CH:6][CH:5]=[CH:4][CH:3]=2)=[O:10])[CH2:12]1)=[O:35])([CH3:57])([CH3:56])[CH3:54], predict the reactants needed to synthesize it. The reactants are: [CH2:1]([O:8][C:9]([N:11]1[CH2:16][C@H:15]([NH:17][C:18]([O:20][C:21]([CH3:24])([CH3:23])[CH3:22])=[O:19])[CH2:14][C@H:13](C(O)=O)[CH2:12]1)=[O:10])[C:2]1[CH:7]=[CH:6][CH:5]=[CH:4][CH:3]=1.C1C=CC(P(N=[N+]=[N-])(C2C=CC=CC=2)=[O:35])=CC=1.CC[N:47]([CH:51](C)C)C(C)C.[CH3:54][C:55]([OH:58])([CH3:57])[CH3:56]. (4) Given the product [NH2:27][C:25]1[S:26][C:21]([C:18]2[CH:19]=[CH:20][C:15]([N:12]3[CH2:13][CH2:14][CH:9]([O:8][CH2:7][CH2:6][CH2:5][CH2:4][CH2:3][O:2][CH3:1])[CH2:10][CH2:11]3)=[CH:16][CH:17]=2)=[N:22][N:24]=1, predict the reactants needed to synthesize it. The reactants are: [CH3:1][O:2][CH2:3][CH2:4][CH2:5][CH2:6][CH2:7][O:8][CH:9]1[CH2:14][CH2:13][N:12]([C:15]2[CH:20]=[CH:19][C:18]([C:21]#[N:22])=[CH:17][CH:16]=2)[CH2:11][CH2:10]1.N[NH:24][C:25]([NH2:27])=[S:26].O.[OH-].[Na+]. (5) Given the product [Cl-:63].[Cl-:63].[Cl-:63].[Cl-:63].[NH3+:27][CH:26]([CH2:35][NH3+:36])[C:25]([NH:24][CH2:23][CH:22]([NH:21][CH:35]([NH3+:36])[CH:26]([NH3+:27])[CH:25]=[O:44])[C:45](=[O:46])[NH:47][CH2:48][CH2:49][CH2:50][C:51]1[CH:56]=[CH:55][C:54]([C:57]#[C:58][Si:59]([CH3:62])([CH3:61])[CH3:60])=[CH:53][CH:52]=1)=[O:44], predict the reactants needed to synthesize it. The reactants are: C(OC(N[C@H](C([NH:21][C@H:22]([C:45]([NH:47][CH2:48][CH2:49][CH2:50][C:51]1[CH:56]=[CH:55][C:54]([C:57]#[C:58][Si:59]([CH3:62])([CH3:61])[CH3:60])=[CH:53][CH:52]=1)=[O:46])[CH2:23][NH:24][C:25](=[O:44])[C@H:26]([CH2:35][NH:36]C(OC(C)(C)C)=O)[NH:27]C(OC(C)(C)C)=O)=O)CNC(OC(C)(C)C)=O)=O)(C)(C)C.[ClH:63]. (6) Given the product [ClH:1].[NH2:37][C:2]1[N:7]=[C:6]([C:8]2[S:12][C:11]([CH:13]3[CH2:18][CH2:17][O:16][CH2:15][CH2:14]3)=[N:10][C:9]=2[C:19]2[C:20]([F:35])=[C:21]([NH:25][S:26]([C:29]3[CH:33]=[CH:32][N:31]([CH3:34])[CH:30]=3)(=[O:28])=[O:27])[CH:22]=[CH:23][CH:24]=2)[CH:5]=[CH:4][N:3]=1, predict the reactants needed to synthesize it. The reactants are: [Cl:1][C:2]1[N:7]=[C:6]([C:8]2[S:12][C:11]([CH:13]3[CH2:18][CH2:17][O:16][CH2:15][CH2:14]3)=[N:10][C:9]=2[C:19]2[C:20]([F:35])=[C:21]([NH:25][S:26]([C:29]3[CH:33]=[CH:32][N:31]([CH3:34])[CH:30]=3)(=[O:28])=[O:27])[CH:22]=[CH:23][CH:24]=2)[CH:5]=[CH:4][N:3]=1.[OH-].[NH4+:37]. (7) Given the product [Cl:1][C:2]1[CH:7]=[CH:6][C:5]([C:32]#[C:31][C:27]2[CH:26]=[C:25]([C:22]3[NH:21][N:20]=[C:19]([C:17]([N:14]4[CH2:15][CH2:16][CH:12]([N:11]([CH2:33][CH3:34])[CH2:9][CH3:10])[CH2:13]4)=[O:18])[C:23]=3[CH3:24])[CH:30]=[CH:29][CH:28]=2)=[CH:4][CH:3]=1, predict the reactants needed to synthesize it. The reactants are: [Cl:1][C:2]1[CH:7]=[CH:6][C:5](I)=[CH:4][CH:3]=1.[CH2:9]([N:11]([CH2:33][CH3:34])[CH:12]1[CH2:16][CH2:15][N:14]([C:17]([C:19]2[C:23]([CH3:24])=[C:22]([C:25]3[CH:30]=[CH:29][CH:28]=[C:27]([C:31]#[CH:32])[CH:26]=3)[NH:21][N:20]=2)=[O:18])[CH2:13]1)[CH3:10].